Dataset: Forward reaction prediction with 1.9M reactions from USPTO patents (1976-2016). Task: Predict the product of the given reaction. Given the reactants [O:1]1[C:5]2[CH:6]=[C:7]([O:10][C:11]3[CH:16]=[CH:15][C:14]([C:17]4[C:22]5=[N:23][S:24](=[O:28])(=[O:27])[CH2:25][CH2:26][N:21]5[CH:20]=[CH:19][CH:18]=4)=[CH:13][CH:12]=3)[CH:8]=[CH:9][C:4]=2[CH2:3][CH2:2]1, predict the reaction product. The product is: [O:1]1[C:5]2[CH:6]=[C:7]([O:10][C:11]3[CH:16]=[CH:15][C:14]([CH:17]4[C:22]5=[N:23][S:24](=[O:27])(=[O:28])[CH2:25][CH2:26][N:21]5[CH2:20][CH2:19][CH2:18]4)=[CH:13][CH:12]=3)[CH:8]=[CH:9][C:4]=2[CH2:3][CH2:2]1.